The task is: Binary Classification. Given a drug SMILES string, predict its activity (active/inactive) in a high-throughput screening assay against a specified biological target.. This data is from Serine/threonine kinase 33 screen with 319,792 compounds. The drug is O(c1c(N(Cc2c3c([nH]c(=O)c2)cccc3)C(=O)CC)cccc1)C. The result is 0 (inactive).